From a dataset of Forward reaction prediction with 1.9M reactions from USPTO patents (1976-2016). Predict the product of the given reaction. Given the reactants C(N([P:8]([N:12]([CH:16]([CH3:18])[CH3:17])[CH:13]([CH3:15])[CH3:14])(Cl)([O-:10])[O-:9])C(C)C)(C)C.[C:19]([NH:27][C:28]1[CH:64]=[CH:63][N:31]([C@@H:32]2[O:62][C@H:36]([CH2:37][O:38][C:39]([C:56]3[CH:61]=[CH:60][CH:59]=[CH:58][CH:57]=3)([C:48]3[CH:53]=[CH:52][C:51]([O:54][CH3:55])=[CH:50][CH:49]=3)[C:40]3[CH:45]=[CH:44][C:43]([O:46][CH3:47])=[CH:42][CH:41]=3)[C@@H:34]([OH:35])[CH2:33]2)[C:30](=[O:65])[N:29]=1)(=[O:26])[C:20]1[CH:25]=[CH:24][CH:23]=[CH:22][CH:21]=1.C(N(C(C)C)C(C)C)C.[C:75]([O:78][C@@H:79]1[C@@H:91]([O:92][C:93](=[O:95])[CH3:94])[C@H:90]([O:96][C:97](=[O:99])[CH3:98])[C@@H:89]([CH2:100][O:101][C:102](=[O:104])[CH3:103])[O:88][C@H:80]1[O:81][CH2:82][CH2:83][O:84][CH2:85][CH2:86]O)(=[O:77])[CH3:76].N1C=NN=N1, predict the reaction product. The product is: [C:19]([NH:27][C:28]1[CH:64]=[CH:63][N:31]([C@@H:32]2[O:62][C@H:36]([CH2:37][O:38][C:39]([C:56]3[CH:61]=[CH:60][CH:59]=[CH:58][CH:57]=3)([C:40]3[CH:45]=[CH:44][C:43]([O:46][CH3:47])=[CH:42][CH:41]=3)[C:48]3[CH:53]=[CH:52][C:51]([O:54][CH3:55])=[CH:50][CH:49]=3)[C@@H:34]([O:35][P:8]([N:12]([CH:13]([CH3:14])[CH3:15])[CH:16]([CH3:17])[CH3:18])([O:9][CH2:86][CH2:85][O:84][CH2:83][CH2:82][O:81][C@@H:80]3[O:88][C@H:89]([CH2:100][O:101][C:102](=[O:104])[CH3:103])[C@@H:90]([O:96][C:97](=[O:99])[CH3:98])[C@H:91]([O:92][C:93](=[O:95])[CH3:94])[C@H:79]3[O:78][C:75](=[O:77])[CH3:76])=[O:10])[CH2:33]2)[C:30](=[O:65])[N:29]=1)(=[O:26])[C:20]1[CH:25]=[CH:24][CH:23]=[CH:22][CH:21]=1.